From a dataset of Full USPTO retrosynthesis dataset with 1.9M reactions from patents (1976-2016). Predict the reactants needed to synthesize the given product. (1) Given the product [Cl:1][C:2]1[C:3]([NH:23][C:24]2[CH:31]=[CH:30][CH:29]=[CH:28][C:25]=2[C:26]2[N:40]=[N:41][NH:42][N:27]=2)=[N:4][C:5]([NH:8][C:9]2[CH:14]=[CH:13][C:12]([N:15]3[CH2:20][CH2:19][O:18][CH2:17][CH2:16]3)=[CH:11][C:10]=2[O:21][CH3:22])=[N:6][CH:7]=1, predict the reactants needed to synthesize it. The reactants are: [Cl:1][C:2]1[C:3]([NH:23][C:24]2[CH:31]=[CH:30][CH:29]=[CH:28][C:25]=2[C:26]#[N:27])=[N:4][C:5]([NH:8][C:9]2[CH:14]=[CH:13][C:12]([N:15]3[CH2:20][CH2:19][O:18][CH2:17][CH2:16]3)=[CH:11][C:10]=2[O:21][CH3:22])=[N:6][CH:7]=1.Cl.C(N(CC)CC)C.[N-:40]=[N+:41]=[N-:42].[Na+]. (2) Given the product [N:49]1[CH:54]=[CH:53][CH:52]=[C:51]([C:55]2[CH:56]=[C:57]([NH:58][C:22]([C:17]3[C:18](=[O:21])[O:19][C:20]4[C:15]([CH:16]=3)=[CH:14][CH:13]=[CH:12][C:11]=4[OH:10])=[O:24])[CH:59]=[CH:60][CH:61]=2)[CH:50]=1, predict the reactants needed to synthesize it. The reactants are: CCN(C(C)C)C(C)C.[OH:10][C:11]1[CH:12]=[CH:13][CH:14]=[C:15]2[C:20]=1[O:19][C:18](=[O:21])[C:17]([C:22]([OH:24])=O)=[CH:16]2.CN(C(ON1N=NC2C=CC=NC1=2)=[N+](C)C)C.F[P-](F)(F)(F)(F)F.[N:49]1[CH:54]=[CH:53][CH:52]=[C:51]([C:55]2[CH:56]=[C:57]([CH:59]=[CH:60][CH:61]=2)[NH2:58])[CH:50]=1. (3) Given the product [C:1]([O:5][C:6](=[O:15])[NH:7][C@H:8]1[C@H:13]([N:14]2[CH2:26][CH2:25][CH2:24][CH2:23]2)[CH2:12][CH2:11][O:10][CH2:9]1)([CH3:4])([CH3:2])[CH3:3], predict the reactants needed to synthesize it. The reactants are: [C:1]([O:5][C:6](=[O:15])[NH:7][C@H:8]1[C@H:13]([NH2:14])[CH2:12][CH2:11][O:10][CH2:9]1)([CH3:4])([CH3:3])[CH3:2].C(=O)([O-])[O-].[K+].[K+].Br[CH2:23][CH2:24][CH2:25][CH2:26]Br. (4) Given the product [CH3:11][O:2][C:1]1[CH:8]=[CH:7][C:5]([OH:6])=[CH:4][CH:3]=1, predict the reactants needed to synthesize it. The reactants are: [C:1]1([CH:8]=[CH:7][C:5]([OH:6])=[CH:4][CH:3]=1)[OH:2].[H-].[Na+].[CH3:11]Br. (5) The reactants are: [Br:1][C:2]1[C:11]2[C:10](=[O:12])[C:9](Br)=[CH:8][C:7](=[O:14])[C:6]=2[N:5]=[CH:4][CH:3]=1.CN(C)[N:17]=[CH:18][C:19](=[CH2:21])[CH3:20]. Given the product [Br:1][C:2]1[C:11]2[C:10](=[O:12])[C:9]3[N:17]=[CH:18][C:19]([CH3:21])=[CH:20][C:8]=3[C:7](=[O:14])[C:6]=2[N:5]=[CH:4][CH:3]=1, predict the reactants needed to synthesize it. (6) Given the product [F:13][C:14]1[CH:19]=[C:18]([CH:17]=[CH:16][CH:15]=1)[CH2:2][C:3]1[N:8]=[C:7]([C:9]([O:11][CH3:12])=[O:10])[CH:6]=[CH:5][CH:4]=1, predict the reactants needed to synthesize it. The reactants are: Br[CH2:2][C:3]1[N:8]=[C:7]([C:9]([O:11][CH3:12])=[O:10])[CH:6]=[CH:5][CH:4]=1.[F:13][C:14]1[CH:15]=[C:16](B(O)O)[CH:17]=[CH:18][CH:19]=1.C(=O)([O-])[O-].[Na+].[Na+].O. (7) Given the product [CH2:16]=[C:9]1[C:8]2[CH:17]=[CH:18][CH:19]=[CH:20][C:7]=2[C:6]2[CH2:13][CH2:12][C:11](=[O:49])[C:5]=2[C:48]2[CH:47]=[CH:46][CH:45]=[CH:44][C:43]1=2, predict the reactants needed to synthesize it. The reactants are: C[Si](C)(C)C#C[C:5]1[C:11]2[CH:12]=[CH:13]C=CC=2[C:9](=[CH2:16])[C:8]2[CH:17]=[CH:18][CH:19]=[CH:20][C:7]=2[CH:6]=1.C(N(CC)CC)C.[C:43]1(P([C:43]2[CH:48]=[CH:47][CH:46]=[CH:45][CH:44]=2)[C:43]2[CH:48]=[CH:47][CH:46]=[CH:45][CH:44]=2)[CH:48]=[CH:47][CH:46]=[CH:45][CH:44]=1.[OH2:49].[C]=O. (8) Given the product [CH2:8]([NH:10][C:11]([N:13]1[C:21]2[C:16](=[CH:17][C:18]([O:22][C:23]3[CH:28]=[CH:27][N:26]=[C:25]([NH:29][C:31](=[O:32])[O:33][C:34]4[CH:39]=[CH:38][CH:37]=[CH:36][CH:35]=4)[CH:24]=3)=[CH:19][CH:20]=2)[CH:15]=[CH:14]1)=[O:12])[CH3:9], predict the reactants needed to synthesize it. The reactants are: C(N(CC)CC)C.[CH2:8]([NH:10][C:11]([N:13]1[C:21]2[C:16](=[CH:17][C:18]([O:22][C:23]3[CH:28]=[CH:27][N:26]=[C:25]([NH2:29])[CH:24]=3)=[CH:19][CH:20]=2)[CH:15]=[CH:14]1)=[O:12])[CH3:9].Cl[C:31]([O:33][C:34]1[CH:39]=[CH:38][CH:37]=[CH:36][CH:35]=1)=[O:32].